Dataset: NCI-60 drug combinations with 297,098 pairs across 59 cell lines. Task: Regression. Given two drug SMILES strings and cell line genomic features, predict the synergy score measuring deviation from expected non-interaction effect. (1) Drug 2: C1=NC2=C(N=C(N=C2N1C3C(C(C(O3)CO)O)O)F)N. Cell line: UO-31. Synergy scores: CSS=26.0, Synergy_ZIP=-8.44, Synergy_Bliss=1.20, Synergy_Loewe=-19.6, Synergy_HSA=1.97. Drug 1: C1=CC(=C2C(=C1NCCNCCO)C(=O)C3=C(C=CC(=C3C2=O)O)O)NCCNCCO. (2) Drug 1: C1=NC2=C(N1)C(=S)N=C(N2)N. Drug 2: CN(CCCl)CCCl.Cl. Cell line: MOLT-4. Synergy scores: CSS=51.2, Synergy_ZIP=-2.47, Synergy_Bliss=-3.41, Synergy_Loewe=-6.08, Synergy_HSA=-2.04.